The task is: Predict the reaction yield, written as a fraction of the theoretical maximum amount of product (1.0 means a 100% yield; for example, 0.34 means a 34% yield).. This data is from Reaction yield outcomes from USPTO patents with 853,638 reactions. (1) The reactants are [Cl-].O[NH3+:3].[C:4](=[O:7])([O-])[OH:5].[Na+].CS(C)=O.[CH2:13]([C:15]1[N:16]([C:40]2[CH:45]=[CH:44][C:43]([O:46][CH:47]([CH3:49])[CH3:48])=[C:42]([F:50])[CH:41]=2)[C:17](=[O:39])[C:18]([CH2:24][C:25]2[CH:30]=[CH:29][C:28]([C:31]3[C:32]([C:37]#[N:38])=[CH:33][CH:34]=[CH:35][CH:36]=3)=[CH:27][CH:26]=2)=[C:19]([CH2:21][CH2:22][CH3:23])[N:20]=1)[CH3:14]. The catalyst is O. The product is [CH2:13]([C:15]1[N:16]([C:40]2[CH:45]=[CH:44][C:43]([O:46][CH:47]([CH3:48])[CH3:49])=[C:42]([F:50])[CH:41]=2)[C:17](=[O:39])[C:18]([CH2:24][C:25]2[CH:26]=[CH:27][C:28]([C:31]3[CH:36]=[CH:35][CH:34]=[CH:33][C:32]=3[C:37]3[NH:3][C:4](=[O:7])[O:5][N:38]=3)=[CH:29][CH:30]=2)=[C:19]([CH2:21][CH2:22][CH3:23])[N:20]=1)[CH3:14]. The yield is 0.480. (2) The product is [CH:1]([C:4]1[CH:9]=[CH:8][C:7]([CH:10]2[C:14]3[C:15]([CH3:20])=[CH:16][C:17]([CH3:19])=[CH:18][C:13]=3[S:12][CH2:11]2)=[CH:6][CH:5]=1)([CH3:3])[CH3:2]. The yield is 0.850. The catalyst is CO. The reactants are [CH:1]([C:4]1[CH:9]=[CH:8][C:7]([C:10]2[C:14]3[C:15]([CH3:20])=[CH:16][C:17]([CH3:19])=[CH:18][C:13]=3[S:12][CH:11]=2)=[CH:6][CH:5]=1)([CH3:3])[CH3:2]. (3) The reactants are [C:1]([C:3]1[N:7]([CH3:8])[C:6]([C:9]2[CH:10]=[C:11]3[C:15](=[CH:16][CH:17]=2)[NH:14][C:13](=NC#N)[C:12]23[CH2:25][CH2:24][CH2:23][CH2:22][CH2:21]2)=[CH:5][CH:4]=1)#[N:2].C(NCC)C. The catalyst is C1COCC1. The product is [C:1]([C:3]1[N:7]([CH3:8])[C:6]([C:9]2[CH:10]=[C:11]3[C:15](=[CH:16][CH:17]=2)[N:14]=[CH:13][C:12]23[CH2:25][CH2:24][CH2:23][CH2:22][CH2:21]2)=[CH:5][CH:4]=1)#[N:2]. The yield is 0.610. (4) The reactants are [O:1]1[C:5]2[CH:6]=[CH:7][C:8]([OH:10])=[CH:9][C:4]=2[O:3][CH2:2]1.C([Mg]Cl)(C)C.[Br:16][C:17]1[CH:25]=[CH:24][CH:23]=[C:22]2[C:18]=1[C:19](=[O:32])[C:20](=[O:31])[N:21]2[CH2:26][CH2:27][CH2:28][CH2:29][CH3:30]. The catalyst is O1CCCC1.ClCCl. The product is [Br:16][C:17]1[CH:25]=[CH:24][CH:23]=[C:22]2[C:18]=1[C:19]([OH:32])([C:7]1[C:8]([OH:10])=[CH:9][C:4]3[O:3][CH2:2][O:1][C:5]=3[CH:6]=1)[C:20](=[O:31])[N:21]2[CH2:26][CH2:27][CH2:28][CH2:29][CH3:30]. The yield is 0.970.